Dataset: Forward reaction prediction with 1.9M reactions from USPTO patents (1976-2016). Task: Predict the product of the given reaction. (1) Given the reactants [OH-].[Li+].[OH:3][CH:4]([C:10]1[CH:15]=[CH:14][C:13]([N:16]([CH2:20][C:21]#[C:22][CH2:23][CH2:24][CH2:25][C:26]([O:28]C)=[O:27])[C:17](=[O:19])[CH3:18])=[CH:12][CH:11]=1)[CH2:5][CH2:6][CH2:7][CH2:8][CH3:9].C(O)(=O)CC(CC(O)=O)(C(O)=O)O, predict the reaction product. The product is: [OH:3][CH:4]([C:10]1[CH:11]=[CH:12][C:13]([N:16]([CH2:20][C:21]#[C:22][CH2:23][CH2:24][CH2:25][C:26]([OH:28])=[O:27])[C:17](=[O:19])[CH3:18])=[CH:14][CH:15]=1)[CH2:5][CH2:6][CH2:7][CH2:8][CH3:9]. (2) The product is: [CH3:11][N:12]([CH2:14][C:15]1[CH:16]=[CH:17][C:18]([O:23][CH3:24])=[C:19]([CH:22]=1)[CH:20]=[C:3]1[C:4]2[C:9](=[CH:8][CH:7]=[CH:6][CH:5]=2)[NH:1][C:2]1=[O:10])[CH3:13]. Given the reactants [NH:1]1[C:9]2[C:4](=[CH:5][CH:6]=[CH:7][CH:8]=2)[CH2:3][C:2]1=[O:10].[CH3:11][N:12]([CH2:14][C:15]1[CH:16]=[CH:17][C:18]([O:23][CH3:24])=[C:19]([CH:22]=1)[CH:20]=O)[CH3:13], predict the reaction product.